This data is from Reaction yield outcomes from USPTO patents with 853,638 reactions. The task is: Predict the reaction yield, written as a fraction of the theoretical maximum amount of product (1.0 means a 100% yield; for example, 0.34 means a 34% yield). (1) The reactants are CN(C)C=O.[C:6]([C:8]1[C:13]([CH3:14])=[C:12](I)[C:11]([F:16])=[C:10]([O:17][CH3:18])[C:9]=1[NH:19][C:20](=[O:25])[C:21]([CH3:24])([CH3:23])[CH3:22])#[N:7].[C:26]1(B(O)O)[CH:31]=[CH:30][CH:29]=[CH:28][CH:27]=1. The catalyst is C1C=CC([P]([Pd]([P](C2C=CC=CC=2)(C2C=CC=CC=2)C2C=CC=CC=2)([P](C2C=CC=CC=2)(C2C=CC=CC=2)C2C=CC=CC=2)[P](C2C=CC=CC=2)(C2C=CC=CC=2)C2C=CC=CC=2)(C2C=CC=CC=2)C2C=CC=CC=2)=CC=1.C(OCC)(=O)C. The product is [C:6]([C:8]1[C:9]([NH:19][C:20](=[O:25])[C:21]([CH3:24])([CH3:23])[CH3:22])=[C:10]([O:17][CH3:18])[C:11]([F:16])=[C:12]([C:26]2[CH:31]=[CH:30][CH:29]=[CH:28][CH:27]=2)[C:13]=1[CH3:14])#[N:7]. The yield is 0.960. (2) The reactants are Cl.[C:2]([C:6]1[N:10]([CH2:11][CH:12]2[CH2:17][CH2:16][O:15][CH2:14][CH2:13]2)[C:9]2[CH:18]=[CH:19][C:20]([NH:22][CH2:23][CH3:24])=[CH:21][C:8]=2[N:7]=1)([CH3:5])([CH3:4])[CH3:3].[NH2:25][C:26]([NH:28][C:29]1[CH:34]=[CH:33][C:32]([S:35](Cl)(=[O:37])=[O:36])=[CH:31][CH:30]=1)=[O:27]. The catalyst is CN(C1C=CN=CC=1)C.CC#N. The product is [NH2:25][C:26]([NH:28][C:29]1[CH:30]=[CH:31][C:32]([S:35]([N:22]([C:20]2[CH:19]=[CH:18][C:9]3[N:10]([CH2:11][CH:12]4[CH2:17][CH2:16][O:15][CH2:14][CH2:13]4)[C:6]([C:2]([CH3:5])([CH3:3])[CH3:4])=[N:7][C:8]=3[CH:21]=2)[CH2:23][CH3:24])(=[O:37])=[O:36])=[CH:33][CH:34]=1)=[O:27]. The yield is 0.780. (3) The reactants are [NH2:1][C:2]1[CH:10]=[CH:9][C:8]([CH2:11][NH:12][S:13]([CH3:16])(=[O:15])=[O:14])=[CH:7][C:3]=1[C:4](O)=[O:5].CC[N:19]=C=NCCCN(C)C.C1C=CC2N(O)N=NC=2C=1.CN1CCOCC1.[NH4+].[OH-]. The catalyst is C1COCC1.O. The product is [NH2:1][C:2]1[CH:10]=[CH:9][C:8]([CH2:11][NH:12][S:13]([CH3:16])(=[O:15])=[O:14])=[CH:7][C:3]=1[C:4]([NH2:19])=[O:5]. The yield is 0.530. (4) The reactants are [C:1](Cl)(=[O:4])[CH:2]=[CH2:3].[Cl:6][C:7]1[C:8]([C:31]2[CH:32]=[N:33][N:34]3[CH:39]=[CH:38][CH:37]=[CH:36][C:35]=23)=[N:9][C:10]([NH:13][C:14]2[C:19]([O:20][CH3:21])=[CH:18][C:17]([N:22]3[CH2:26][CH2:25][C@@H:24]([N:27]([CH3:29])[CH3:28])[CH2:23]3)=[C:16]([NH2:30])[CH:15]=2)=[N:11][CH:12]=1.CCN(C(C)C)C(C)C. The catalyst is C(Cl)Cl. The product is [Cl:6][C:7]1[C:8]([C:31]2[CH:32]=[N:33][N:34]3[CH:39]=[CH:38][CH:37]=[CH:36][C:35]=23)=[N:9][C:10]([NH:13][C:14]2[C:19]([O:20][CH3:21])=[CH:18][C:17]([N:22]3[CH2:26][CH2:25][C@@H:24]([N:27]([CH3:29])[CH3:28])[CH2:23]3)=[C:16]([NH:30][C:1](=[O:4])[CH:2]=[CH2:3])[CH:15]=2)=[N:11][CH:12]=1. The yield is 0.580. (5) The reactants are [CH:1]1([NH:4][C:5](=[O:46])[NH:6][C:7]2[CH:44]=[CH:43][C:10]([O:11][C:12]3[CH:17]=[CH:16][N:15]=[C:14]4[CH:18]=[C:19]([C:21]5[N:26]=[CH:25][C:24]([CH2:27][N:28]([CH2:36][CH2:37][O:38][CH2:39][CH2:40][O:41][CH3:42])C(=O)OC(C)(C)C)=[CH:23][CH:22]=5)[S:20][C:13]=34)=[C:9]([F:45])[CH:8]=2)[CH2:3][CH2:2]1.FC(F)(F)C(O)=O.[OH-].[Na+]. The catalyst is ClCCl. The product is [CH:1]1([NH:4][C:5]([NH:6][C:7]2[CH:44]=[CH:43][C:10]([O:11][C:12]3[CH:17]=[CH:16][N:15]=[C:14]4[CH:18]=[C:19]([C:21]5[CH:22]=[CH:23][C:24]([CH2:27][NH:28][CH2:36][CH2:37][O:38][CH2:39][CH2:40][O:41][CH3:42])=[CH:25][N:26]=5)[S:20][C:13]=34)=[C:9]([F:45])[CH:8]=2)=[O:46])[CH2:2][CH2:3]1. The yield is 0.720. (6) The reactants are [NH2:1][C:2]1([C:5]2[CH:10]=[CH:9][C:8]([C:11]3[CH:16]=[CH:15][N:14]=[C:13]4[NH:17][C:18]([C:20]5[N:25]=[CH:24][C:23]([N:26]([CH3:28])[CH3:27])=[CH:22][CH:21]=5)=[N:19][C:12]=34)=[CH:7][CH:6]=2)[CH2:4][CH2:3]1.C(=O)(O)[O-].[Na+].[C:34]([C:38]1[CH:46]=[CH:45][C:41]([C:42](Cl)=[O:43])=[CH:40][CH:39]=1)([CH3:37])([CH3:36])[CH3:35]. The catalyst is O1CCCC1.O. The product is [C:34]([C:38]1[CH:39]=[CH:40][C:41]([C:42]([NH:1][C:2]2([C:5]3[CH:10]=[CH:9][C:8]([C:11]4[CH:16]=[CH:15][N:14]=[C:13]5[NH:17][C:18]([C:20]6[CH:21]=[CH:22][C:23]([N:26]([CH3:28])[CH3:27])=[CH:24][N:25]=6)=[N:19][C:12]=45)=[CH:7][CH:6]=3)[CH2:4][CH2:3]2)=[O:43])=[CH:45][CH:46]=1)([CH3:37])([CH3:35])[CH3:36]. The yield is 0.350.